Dataset: Full USPTO retrosynthesis dataset with 1.9M reactions from patents (1976-2016). Task: Predict the reactants needed to synthesize the given product. (1) Given the product [Br:1][CH:2]([C:6]1[CH:11]=[CH:10][C:9]([C:12]([CH3:15])([CH3:14])[CH3:13])=[CH:8][CH:7]=1)[C:3]([NH:34][C:31]1[CH:30]=[CH:29][C:28]([O:27][CH2:26][CH:20]2[CH2:21][CH2:22][CH2:23][CH2:24][CH2:25]2)=[CH:33][CH:32]=1)=[O:5], predict the reactants needed to synthesize it. The reactants are: [Br:1][CH:2]([C:6]1[CH:11]=[CH:10][C:9]([C:12]([CH3:15])([CH3:14])[CH3:13])=[CH:8][CH:7]=1)[C:3]([OH:5])=O.O=S(Cl)Cl.[CH:20]1([CH2:26][O:27][C:28]2[CH:33]=[CH:32][C:31]([NH2:34])=[CH:30][CH:29]=2)[CH2:25][CH2:24][CH2:23][CH2:22][CH2:21]1.C(N(C(C)C)C(C)C)C. (2) Given the product [Cl:1][C:2]1[CH:10]=[C:9]([Cl:11])[CH:8]=[CH:7][C:3]=1[C:4]([N:15]([CH:12]([CH3:13])[CH3:14])[C:16]1[S:17][C:18]([C:26]2[CH:31]=[CH:30][CH:29]=[CH:28][CH:27]=2)=[CH:19][C:20]=1[C:21]([O:23][CH2:24][CH3:25])=[O:22])=[O:5], predict the reactants needed to synthesize it. The reactants are: [Cl:1][C:2]1[CH:10]=[C:9]([Cl:11])[CH:8]=[CH:7][C:3]=1[C:4](Cl)=[O:5].[CH:12]([NH:15][C:16]1[S:17][C:18]([C:26]2[CH:31]=[CH:30][CH:29]=[CH:28][CH:27]=2)=[CH:19][C:20]=1[C:21]([O:23][CH2:24][CH3:25])=[O:22])([CH3:14])[CH3:13]. (3) Given the product [CH3:29][CH:28]([S:31]([N:5]1[CH2:6][CH2:7][CH2:8][C@H:9]2[N:1]([C:10]3[C:11]4[CH:18]=[CH:17][NH:16][C:12]=4[N:13]=[CH:14][N:15]=3)[CH2:2][CH2:3][C@@H:4]12)(=[O:33])=[O:32])[CH3:30], predict the reactants needed to synthesize it. The reactants are: [N:1]1([C:10]2[C:11]3[CH:18]=[CH:17][NH:16][C:12]=3[N:13]=[CH:14][N:15]=2)[C@H:9]2[C@H:4]([NH:5][CH2:6][CH2:7][CH2:8]2)[CH2:3][CH2:2]1.CCN(C(C)C)C(C)C.[CH:28]([S:31](Cl)(=[O:33])=[O:32])([CH3:30])[CH3:29]. (4) Given the product [CH3:1][O:2][C:3]1[CH:8]=[CH:7][C:6]([CH2:9][O:10][CH2:14][CH2:15][C:16]([O:18][CH2:19][CH3:20])=[O:17])=[CH:5][CH:4]=1, predict the reactants needed to synthesize it. The reactants are: [CH3:1][O:2][C:3]1[CH:8]=[CH:7][C:6]([CH2:9][OH:10])=[CH:5][CH:4]=1.[H-].[Na+].Br[CH2:14][CH2:15][C:16]([O:18][CH2:19][CH3:20])=[O:17]. (5) Given the product [Cl:1][C:2]1[CH:3]=[C:4]2[C:8](=[C:9]([NH:11][CH:12]3[CH2:16][CH2:15][CH2:14][CH2:13]3)[CH:10]=1)[NH:7][C:6]([C:17]1[S:18][CH2:19][C@@H:20]([CH2:22][CH2:23][OH:24])[N:21]=1)=[CH:5]2, predict the reactants needed to synthesize it. The reactants are: [Cl:1][C:2]1[CH:3]=[C:4]2[C:8](=[C:9]([NH:11][CH:12]3[CH2:16][CH2:15][CH2:14][CH2:13]3)[CH:10]=1)[NH:7][C:6]([C:17]1[S:18][CH2:19][C@@H:20]([CH2:22][C:23](O)=[O:24])[N:21]=1)=[CH:5]2.C(N(CC)CC)C.C(Cl)(=O)C(C)C.[BH4-].[Na+]. (6) The reactants are: [H-].[Na+].[CH:3]1([C:9]2[C:17]3[C:12](=[CH:13][C:14]([C:18]#[N:19])=[CH:15][CH:16]=3)[NH:11][C:10]=2[C:20]2[CH:25]=[CH:24][CH:23]=[CH:22][CH:21]=2)[CH2:8][CH2:7][CH2:6][CH2:5][CH2:4]1.Br[CH2:27][C:28]([O:30][C:31]([CH3:34])([CH3:33])[CH3:32])=[O:29]. Given the product [C:18]([C:14]1[CH:13]=[C:12]2[C:17]([C:9]([CH:3]3[CH2:4][CH2:5][CH2:6][CH2:7][CH2:8]3)=[C:10]([C:20]3[CH:25]=[CH:24][CH:23]=[CH:22][CH:21]=3)[N:11]2[CH2:27][C:28]([O:30][C:31]([CH3:34])([CH3:33])[CH3:32])=[O:29])=[CH:16][CH:15]=1)#[N:19], predict the reactants needed to synthesize it.